From a dataset of hERG potassium channel inhibition data for cardiac toxicity prediction from Karim et al.. Regression/Classification. Given a drug SMILES string, predict its toxicity properties. Task type varies by dataset: regression for continuous values (e.g., LD50, hERG inhibition percentage) or binary classification for toxic/non-toxic outcomes (e.g., AMES mutagenicity, cardiotoxicity, hepatotoxicity). Dataset: herg_karim. (1) The molecule is O=C(NOCC(O)CO)c1cc(Br)c(F)c(F)c1Nc1ccc(I)cc1F. The result is 0 (non-blocker). (2) The drug is Cc1cnc(Nc2cc(N3CCOCC3)nc(N[C@@H](C)c3ccc(F)cn3)n2)s1. The result is 0 (non-blocker). (3) The drug is Cn1c(SCCCN2CC3CCN(c4cccc(OC(F)(F)F)c4)C3C2)nnc1-c1cnccn1. The result is 1 (blocker). (4) The compound is O=c1[nH]ccc2nc(-c3ccc(CN4CCC(c5nnc(-c6cnccn6)[nH]5)CC4)cc3)c(-c3ccccc3)cc12. The result is 1 (blocker). (5) The compound is O=C(Nc1ccc(-c2nnc(NCCCCN3CCCCC3)o2)cc1)c1ccccc1F. The result is 0 (non-blocker). (6) The drug is CC(C)[C@]1(C(=O)N2CCN(c3cc(C(F)(F)F)ccn3)CC2)CC[C@@H](N[C@H]2CCOC[C@H]2O)C1. The result is 1 (blocker). (7) The drug is N#Cc1c(-c2ccccc2)cc(-c2ccccc2)nc1NC(=S)Nc1ccccc1. The result is 0 (non-blocker). (8) The drug is CC(C)C(=O)N1CCO[C@@H](c2nc(-c3ccc(C(=O)Nc4cc(C(F)(F)F)ccn4)cc3F)c3c(N)nccn23)C1. The result is 0 (non-blocker). (9) The compound is O=C(CNC(=O)c1cccc(C(F)(F)F)c1)NC1CN([C@H]2CC[C@H](c3ccc4c(c3)OCO4)CC2)C1. The result is 1 (blocker). (10) The compound is Cc1ccc(C(=O)C2CCN(CCc3ccccc3)CC2)cc1. The result is 1 (blocker).